Dataset: Reaction yield outcomes from USPTO patents with 853,638 reactions. Task: Predict the reaction yield, written as a fraction of the theoretical maximum amount of product (1.0 means a 100% yield; for example, 0.34 means a 34% yield). The reactants are C(OC([NH:8][N:9]([C:13]([C:15]1[N:24]=[C:23]2[N:17]([CH2:18][CH2:19][O:20][C:21]3[CH:28]=[C:27]([Br:29])[CH:26]=[CH:25][C:22]=32)[CH:16]=1)=[O:14])[CH:10]([CH3:12])[CH3:11])=O)(C)(C)C.[ClH:30].O1CCOCC1. The catalyst is CO. The yield is 1.00. The product is [ClH:30].[ClH:30].[CH:10]([N:9]([C:13]([C:15]1[N:24]=[C:23]2[N:17]([CH2:18][CH2:19][O:20][C:21]3[CH:28]=[C:27]([Br:29])[CH:26]=[CH:25][C:22]=32)[CH:16]=1)=[O:14])[NH2:8])([CH3:12])[CH3:11].